Dataset: Full USPTO retrosynthesis dataset with 1.9M reactions from patents (1976-2016). Task: Predict the reactants needed to synthesize the given product. (1) Given the product [CH3:13][O:12][CH:10]([C:6]1[CH:5]=[C:4]([CH:9]=[CH:8][CH:7]=1)[C:3]([OH:14])=[O:2])[CH3:11], predict the reactants needed to synthesize it. The reactants are: C[O:2][C:3](=[O:14])[C:4]1[CH:9]=[CH:8][CH:7]=[C:6]([CH:10]([O:12][CH3:13])[CH3:11])[CH:5]=1.[OH-].[Na+]. (2) Given the product [Cl:24][C:17]1[C:18]([F:23])=[CH:19][CH:20]=[C:21]([Cl:22])[C:16]=1[C@H:14]([O:13][C:12]1[C:11]([NH2:25])=[N:10][CH:9]=[C:8]2[NH:27][CH:5]=[CH:6][C:7]=12)[CH3:15], predict the reactants needed to synthesize it. The reactants are: C([C:5]1[N:27](C(N)=O)[C:8]2=[C:9](Cl)[N:10]=[C:11]([NH2:25])[C:12]([O:13][C@@H:14]([C:16]3[C:21]([Cl:22])=[CH:20][CH:19]=[C:18]([F:23])[C:17]=3[Cl:24])[CH3:15])=[C:7]2[CH:6]=1)(C)(C)C.Cl.C(=O)(O)[O-].[Na+]. (3) Given the product [CH3:30][S:29][C:28]1[N:27]=[CH:23][N:24]=[C:37]([NH:34][C:35]2[O:36][C@:5]3([CH2:4][N:3]=2)[CH:10]2[CH2:11][CH2:12][N:7]([CH2:8][CH2:9]2)[CH2:6]3)[CH:14]=1, predict the reactants needed to synthesize it. The reactants are: Cl.Cl.[NH2:3][CH2:4][C@@:5]1(O)[CH:10]2[CH2:11][CH2:12][N:7]([CH2:8][CH2:9]2)[CH2:6]1.[C:14]([O-])([O-])=O.[Cs+].[Cs+].ClC1N=C[N:24]=[C:23]([N:27]=[C:28](SC)[S:29][CH3:30])C=1.C[N:34]([CH3:37])[CH:35]=[O:36]. (4) Given the product [Br:8][C:6]1[CH:7]=[C:2]([C:12]2[CH:13]=[C:14]3[C:18](=[CH:19][CH:20]=2)[N:17]([CH3:21])[N:16]=[CH:15]3)[C:3]([CH3:9])=[N:4][CH:5]=1.[Br:1][C:2]1[CH:7]=[C:11]([C:12]2[CH:13]=[C:14]3[C:18](=[CH:19][CH:20]=2)[N:17]([CH3:21])[N:16]=[CH:15]3)[CH:5]=[N:4][C:3]=1[CH3:9], predict the reactants needed to synthesize it. The reactants are: [Br:1][C:2]1[C:3]([CH3:9])=[N:4][CH:5]=[C:6]([Br:8])[CH:7]=1.Br[CH2:11][C:12]1[CH:13]=[C:14]2[C:18](=[CH:19][CH:20]=1)[N:17]([CH3:21])[N:16]=[CH:15]2.C(=O)([O-])[O-].[K+].[K+]. (5) Given the product [N:35]1[C:36]2[C:31](=[C:30]([C:2]#[C:1][C:3]3[CH:4]=[C:5]([CH:25]=[CH:26][C:27]=3[F:28])[C:6]([NH:8][C:9]3[CH:14]=[C:13]([C:15]([F:18])([F:16])[F:17])[CH:12]=[C:11]([N:19]4[CH:23]=[C:22]([CH3:24])[N:21]=[CH:20]4)[CH:10]=3)=[O:7])[CH:39]=[CH:38][CH:37]=2)[CH:32]=[N:33][CH:34]=1, predict the reactants needed to synthesize it. The reactants are: [C:1]([C:3]1[CH:4]=[C:5]([CH:25]=[CH:26][C:27]=1[F:28])[C:6]([NH:8][C:9]1[CH:14]=[C:13]([C:15]([F:18])([F:17])[F:16])[CH:12]=[C:11]([N:19]2[CH:23]=[C:22]([CH3:24])[N:21]=[CH:20]2)[CH:10]=1)=[O:7])#[CH:2].Br[C:30]1[CH:39]=[CH:38][CH:37]=[C:36]2[C:31]=1[CH:32]=[N:33][CH:34]=[N:35]2. (6) Given the product [Cl:1][C:2]1[O:3][C:4]2[CH:10]=[CH:9][C:8]([C:11]([CH2:30][CH3:31])=[C:12]([C:23]3[CH:28]=[CH:27][C:26]([OH:29])=[CH:25][CH:24]=3)[C:13]3[CH:14]=[CH:15][C:16]([O:19][CH2:20][CH2:21][N:34]([CH2:35][CH3:36])[CH2:32][CH3:33])=[CH:17][CH:18]=3)=[CH:7][C:5]=2[CH:6]=1, predict the reactants needed to synthesize it. The reactants are: [Cl:1][C:2]1[O:3][C:4]2[CH:10]=[CH:9][C:8]([C:11]([CH2:30][CH3:31])=[C:12]([C:23]3[CH:28]=[CH:27][C:26]([OH:29])=[CH:25][CH:24]=3)[C:13]3[CH:18]=[CH:17][C:16]([O:19][CH2:20][CH2:21]Cl)=[CH:15][CH:14]=3)=[CH:7][C:5]=2[CH:6]=1.[CH2:32]([NH:34][CH2:35][CH3:36])[CH3:33].